Dataset: Reaction yield outcomes from USPTO patents with 853,638 reactions. Task: Predict the reaction yield, written as a fraction of the theoretical maximum amount of product (1.0 means a 100% yield; for example, 0.34 means a 34% yield). (1) The reactants are [CH3:1][N:2]1[CH2:7][CH2:6][N:5]([CH2:8][C:9](=[S:11])[NH2:10])[CH2:4][CH2:3]1.[Cl:12][CH2:13][C:14]([CH2:16]Cl)=O.C(=O)(O)[O-].[Na+].S(Cl)(Cl)=O. The catalyst is C(Cl)(Cl)Cl. The product is [ClH:12].[Cl:12][CH2:13][C:14]1[N:10]=[C:9]([CH2:8][N:5]2[CH2:6][CH2:7][N:2]([CH3:1])[CH2:3][CH2:4]2)[S:11][CH:16]=1. The yield is 0.590. (2) The reactants are [Cl:1][C:2]1[CH:18]=[CH:17][C:5]2[CH2:6][CH2:7][N:8]([C:11](=[O:16])[C:12]([F:15])([F:14])[F:13])[CH2:9][CH2:10][C:4]=2[C:3]=1OS(C(F)(F)F)(=O)=O.[CH3:27][NH:28][C:29]1[S:30][CH:31]=[C:32]([C:34]2[CH:41]=[CH:40][C:37]([CH2:38][NH2:39])=[CH:36][CH:35]=2)[N:33]=1. No catalyst specified. The product is [Cl:1][C:2]1[CH:18]=[CH:17][C:5]2[CH2:6][CH2:7][N:8]([C:11](=[O:16])[C:12]([F:14])([F:15])[F:13])[CH2:9][CH2:10][C:4]=2[C:3]=1[NH:39][CH2:38][C:37]1[CH:36]=[CH:35][C:34]([C:32]2[N:33]=[C:29]([NH:28][CH3:27])[S:30][CH:31]=2)=[CH:41][CH:40]=1. The yield is 0.210. (3) The reactants are [NH2:1][C@@H:2]([CH3:5])[CH2:3][OH:4].C(=O)(O)[O-].[Na+].Cl[C:12]([O:14][CH2:15][C:16]1[CH:21]=[CH:20][CH:19]=[CH:18][CH:17]=1)=[O:13]. The catalyst is O.O1CCCC1. The product is [CH2:15]([O:14][C:12](=[O:13])[NH:1][C@@H:2]([CH3:5])[CH2:3][OH:4])[C:16]1[CH:21]=[CH:20][CH:19]=[CH:18][CH:17]=1. The yield is 0.723. (4) The reactants are [NH:1]1[CH:5]=[CH:4][CH:3]=[N:2]1.[H-].[Na+].[C:8]([O:11][C@H:12]1[CH2:17][CH2:16][C@:15]([CH3:35])([C@H:18]2[CH2:26][CH2:25][C@@:24]3([CH3:27])[C@@H:20]([CH2:21][CH2:22][C:23]3=[CH2:28])[C@@H:19]2[CH2:29]OS(C)(=O)=O)[C@@H:14]([CH2:36][O:37][Si:38]([C:41]([CH3:44])([CH3:43])[CH3:42])([CH3:40])[CH3:39])[CH2:13]1)(=[O:10])[CH3:9].C([O-])(O)=O.[Na+].[CH3:50][N:51](C=O)[CH3:52]. The catalyst is CCOCC. The product is [C:8]([O:11][C@H:12]1[CH2:17][CH2:16][C@@:15]([C@H:18]2[CH2:19][CH2:20][C@@:24]3([CH3:25])[C@@H:3]([CH2:21][CH2:22][C:23]3=[CH2:28])[C@@H:4]2[CH2:5][N:1]2[CH:52]=[N:51][CH:50]=[N:2]2)([CH3:35])[C@@H:14]([CH2:36][O:37][Si:38]([C:41]([CH3:44])([CH3:43])[CH3:42])([CH3:40])[CH3:39])[CH2:13]1)(=[O:10])[CH3:9].[N:1]1([CH2:29][C@@H:19]2[C@@H:18]([C@@:15]3([CH3:35])[CH2:16][CH2:17][C@H:12]([OH:11])[CH2:13][C@@H:14]3[CH2:36][O:37][Si:38]([C:41]([CH3:44])([CH3:43])[CH3:42])([CH3:40])[CH3:39])[CH2:26][CH2:25][C@@:24]3([CH3:27])[C@H:20]2[CH2:21][CH2:22][C:23]3=[CH2:28])[CH:5]=[CH:4][CH:3]=[N:2]1. The yield is 0.650. (5) The reactants are C(O[C:4](=[O:9])[C:5]([F:8])([F:7])[F:6])C.[NH2:10][CH2:11][CH2:12][NH:13][CH2:14][CH2:15][NH2:16]. The product is [NH:13]([CH2:14][CH2:15][NH:16][C:4](=[O:9])[C:5]([F:6])([F:7])[F:8])[CH2:12][CH2:11][NH:10][C:4](=[O:9])[C:5]([F:8])([F:7])[F:6]. The yield is 0.890. The catalyst is C1COCC1. (6) The reactants are C1C=CC=CC=1.[CH2:7]([O:10][C:11]1[C:12]([NH2:21])=[CH:13][C:14]2[C:19]([CH:20]=1)=[CH:18][CH:17]=[CH:16][CH:15]=2)[CH2:8][CH3:9].[C:22]([CH:25]([C:31]1[CH:36]=[CH:35][C:34]([O:37][CH3:38])=[CH:33][CH:32]=1)[C:26](OCC)=[O:27])(=O)[CH3:23].C(OCC)(=O)C. The catalyst is CCCCCC. The product is [CH3:38][O:37][C:34]1[CH:35]=[CH:36][C:31]([C:25]2[C:26](=[O:27])[C:13]3[C:14]4[CH:15]=[CH:16][CH:17]=[CH:18][C:19]=4[CH:20]=[C:11]([O:10][CH2:7][CH2:8][CH3:9])[C:12]=3[NH:21][C:22]=2[CH3:23])=[CH:32][CH:33]=1. The yield is 0.720. (7) The reactants are Cl[CH2:2][CH2:3][CH2:4][C:5]([C:7]1[CH:12]=[CH:11][C:10]([CH2:13][C:14](N(OC)C)=[O:15])=[CH:9][CH:8]=1)=[O:6].[OH-:20].[K+].Cl. The catalyst is C(O)C. The product is [CH:4]1([C:5]([C:7]2[CH:8]=[CH:9][C:10]([CH2:13][C:14]([OH:15])=[O:20])=[CH:11][CH:12]=2)=[O:6])[CH2:3][CH2:2]1. The yield is 0.950.